From a dataset of Full USPTO retrosynthesis dataset with 1.9M reactions from patents (1976-2016). Predict the reactants needed to synthesize the given product. (1) The reactants are: [NH2:1][C:2]1[CH:10]=[CH:9][CH:8]=[CH:7][C:3]=1[C:4]([OH:6])=[O:5].CCN(CC)CC.[N+:18]([C:21]1[CH:22]=[C:23]([CH:27]=[CH:28][CH:29]=1)[C:24](Cl)=[O:25])([O-:20])=[O:19].Cl. Given the product [N+:18]([C:21]1[CH:22]=[C:23]([CH:27]=[CH:28][CH:29]=1)[C:24]([NH:1][C:2]1[CH:10]=[CH:9][CH:8]=[CH:7][C:3]=1[C:4]([OH:6])=[O:5])=[O:25])([O-:20])=[O:19], predict the reactants needed to synthesize it. (2) Given the product [CH2:1]([O:8][C:9]1[CH:10]=[C:11]([CH:17]([C:19]2[CH:24]=[CH:23][C:22]([O:25][CH3:26])=[C:21]([O:27][CH2:28][C:29]3[CH:34]=[CH:33][CH:32]=[CH:31][CH:30]=3)[CH:20]=2)[N:35]2[CH:39]=[N:38][CH:37]=[N:36]2)[CH:12]=[CH:13][C:14]=1[O:15][CH3:16])[C:2]1[CH:7]=[CH:6][CH:5]=[CH:4][CH:3]=1, predict the reactants needed to synthesize it. The reactants are: [CH2:1]([O:8][C:9]1[CH:10]=[C:11]([CH:17]([C:19]2[CH:24]=[CH:23][C:22]([O:25][CH3:26])=[C:21]([O:27][CH2:28][C:29]3[CH:34]=[CH:33][CH:32]=[CH:31][CH:30]=3)[CH:20]=2)O)[CH:12]=[CH:13][C:14]=1[O:15][CH3:16])[C:2]1[CH:7]=[CH:6][CH:5]=[CH:4][CH:3]=1.[NH:35]1[CH:39]=[N:38][CH:37]=[N:36]1.CC1C=CC(S(O)(=O)=O)=CC=1. (3) Given the product [C:11]([O:15][C:16](=[O:36])[N:17]([C:18]1[CH:23]=[CH:22][C:21]([CH:24]([C:10]2[C:3]3[C:2]([Cl:1])=[N:7][CH:6]=[N:5][C:4]=3[NH:8][CH:9]=2)[OH:25])=[CH:20][N:19]=1)[CH2:26][C:27]1[C:28]([O:34][CH3:35])=[N:29][CH:30]=[C:31]([F:33])[CH:32]=1)([CH3:14])([CH3:12])[CH3:13], predict the reactants needed to synthesize it. The reactants are: [Cl:1][C:2]1[C:3]2[CH:10]=[CH:9][NH:8][C:4]=2[N:5]=[CH:6][N:7]=1.[C:11]([O:15][C:16](=[O:36])[N:17]([CH2:26][C:27]1[C:28]([O:34][CH3:35])=[N:29][CH:30]=[C:31]([F:33])[CH:32]=1)[C:18]1[CH:23]=[CH:22][C:21]([CH:24]=[O:25])=[CH:20][N:19]=1)([CH3:14])([CH3:13])[CH3:12].C(=O)([O-])[O-].[Cs+].[Cs+]. (4) Given the product [CH2:1]([O:3][C:4]([C:6]1[C:11]([C:12]#[N:13])=[CH:10][CH:9]=[C:8]([O:14][C:15]2[CH:20]=[CH:19][C:18]3[B:21]([OH:22])[O:31][CH2:30][C:17]=3[CH:16]=2)[N:7]=1)=[O:5])[CH3:2], predict the reactants needed to synthesize it. The reactants are: [CH2:1]([O:3][C:4]([C:6]1[C:11]([C:12]#[N:13])=[CH:10][CH:9]=[C:8]([O:14][C:15]2[CH:20]=[CH:19][C:18]([B:21]3OC(C)(C)C(C)(C)[O:22]3)=[C:17]([CH:30]=[O:31])[CH:16]=2)[N:7]=1)=[O:5])[CH3:2].[BH4-].[Na+].Cl. (5) Given the product [CH3:10][C:9]([OH:11])([CH3:12])[CH2:8][N:5]1[C:6]([CH3:7])=[C:2]([B:25]2[O:29][C:28]([CH3:31])([CH3:30])[C:27]([CH3:33])([CH3:32])[O:26]2)[CH:3]=[N:4]1, predict the reactants needed to synthesize it. The reactants are: I[C:2]1[CH:3]=[N:4][N:5]([CH2:8][C:9]([CH3:12])([OH:11])[CH3:10])[C:6]=1[CH3:7].C1COCC1.C([Mg]Cl)(C)C.CO[B:25]1[O:29][C:28]([CH3:31])([CH3:30])[C:27]([CH3:33])([CH3:32])[O:26]1.[NH4+].[Cl-]. (6) Given the product [CH3:22][O:21][C:17]1[CH:16]=[C:15]([C:10]2([OH:14])[CH2:11][CH2:12][CH2:13][NH:8][CH2:9]2)[CH:20]=[CH:19][CH:18]=1, predict the reactants needed to synthesize it. The reactants are: C([N:8]1[CH2:13][CH2:12][CH2:11][C:10]([C:15]2[CH:20]=[CH:19][CH:18]=[C:17]([O:21][CH3:22])[CH:16]=2)([OH:14])[CH2:9]1)C1C=CC=CC=1.Cl. (7) Given the product [NH2:11][CH:12]([CH3:63])[C:13]([O:15][CH2:16][CH2:17][CH2:18][NH:19][C:20]([CH:22]1[CH2:31][CH2:30][C:29]2[C:24](=[C:25]([CH2:60][CH2:61][CH3:62])[C:26]([O:32][CH2:33][CH2:34][CH2:35][O:36][C:37]3[C:38]([CH2:58][CH3:59])=[CH:39][C:40]([C:51]4[CH:56]=[CH:55][C:54]([F:57])=[CH:53][CH:52]=4)=[C:41]([OH:43])[CH:42]=3)=[CH:27][CH:28]=2)[O:23]1)=[O:21])=[O:14], predict the reactants needed to synthesize it. The reactants are: C1(COC([NH:11][CH:12]([CH3:63])[C:13]([O:15][CH2:16][CH2:17][CH2:18][NH:19][C:20]([CH:22]2[CH2:31][CH2:30][C:29]3[C:24](=[C:25]([CH2:60][CH2:61][CH3:62])[C:26]([O:32][CH2:33][CH2:34][CH2:35][O:36][C:37]4[CH:42]=[C:41]([O:43]CC5C=CC=CC=5)[C:40]([C:51]5[CH:56]=[CH:55][C:54]([F:57])=[CH:53][CH:52]=5)=[CH:39][C:38]=4[CH2:58][CH3:59])=[CH:27][CH:28]=3)[O:23]2)=[O:21])=[O:14])=O)C=CC=CC=1. (8) Given the product [F:19][C:20]1[CH:21]=[C:22]([CH:24]=[CH:25][CH:26]=1)[NH:23][C:5]1[CH:4]=[C:3]([O:2][CH3:1])[CH:11]=[CH:10][C:6]=1[C:7]([OH:9])=[O:8], predict the reactants needed to synthesize it. The reactants are: [CH3:1][O:2][C:3]1[CH:11]=[CH:10][C:6]([C:7]([OH:9])=[O:8])=[C:5](Cl)[CH:4]=1.C(=O)([O-])[O-].[K+].[K+].[F:19][C:20]1[CH:21]=[C:22]([CH:24]=[CH:25][CH:26]=1)[NH2:23].